Task: Predict the product of the given reaction.. Dataset: Forward reaction prediction with 1.9M reactions from USPTO patents (1976-2016) (1) Given the reactants [CH:1]1([N:6]2[CH2:12][C:11]([F:14])([F:13])[C:10](=[O:15])[N:9]([CH3:16])[C:8]3[CH:17]=[N:18][C:19]([NH:21][C:22]4[CH:30]=[CH:29][C:25]([C:26]([OH:28])=O)=[CH:24][C:23]=4[O:31][CH3:32])=[N:20][C:7]2=3)[CH2:5][CH2:4][CH2:3][CH2:2]1.[CH2:33]([N:35](C(C)C)C(C)C)C.Cl.CN, predict the reaction product. The product is: [CH:1]1([N:6]2[CH2:12][C:11]([F:13])([F:14])[C:10](=[O:15])[N:9]([CH3:16])[C:8]3[CH:17]=[N:18][C:19]([NH:21][C:22]4[CH:30]=[CH:29][C:25]([C:26]([NH:35][CH3:33])=[O:28])=[CH:24][C:23]=4[O:31][CH3:32])=[N:20][C:7]2=3)[CH2:5][CH2:4][CH2:3][CH2:2]1. (2) Given the reactants [CH:1]([O:14][CH:15]1[CH2:20][CH2:19][N:18]([CH2:21][CH2:22][CH2:23][CH2:24][OH:25])[CH2:17][CH2:16]1)([C:8]1[CH:13]=[CH:12][CH:11]=[CH:10][CH:9]=1)[C:2]1[CH:7]=[CH:6][CH:5]=[CH:4][CH:3]=1.[N+:26]([C:29]1[CH:37]=[CH:36][C:32]([C:33](O)=[O:34])=[CH:31][CH:30]=1)([O-:28])=[O:27].Cl.CN(C)CCCN=C=NCC.Cl, predict the reaction product. The product is: [CH:1]([O:14][CH:15]1[CH2:20][CH2:19][N:18]([CH2:21][CH2:22][CH2:23][CH2:24][O:25][C:33](=[O:34])[C:32]2[CH:31]=[CH:30][C:29]([N+:26]([O-:28])=[O:27])=[CH:37][CH:36]=2)[CH2:17][CH2:16]1)([C:8]1[CH:13]=[CH:12][CH:11]=[CH:10][CH:9]=1)[C:2]1[CH:7]=[CH:6][CH:5]=[CH:4][CH:3]=1. (3) Given the reactants CC([O-])(C)C.[Na+].Br[C:8]1[CH:9]=[C:10]([C:14]2[N:23]([C:24]3[CH:29]=[CH:28][C:27]([Cl:30])=[CH:26][CH:25]=3)[C:22](=[O:31])[C:21]3[C:16](=[CH:17][CH:18]=[CH:19][CH:20]=3)[N:15]=2)[CH:11]=[N:12][CH:13]=1.[NH:32]([CH2:35][CH3:36])[CH2:33][CH3:34], predict the reaction product. The product is: [Cl:30][C:27]1[CH:28]=[CH:29][C:24]([N:23]2[C:22](=[O:31])[C:21]3[C:16](=[CH:17][CH:18]=[CH:19][CH:20]=3)[N:15]=[C:14]2[C:10]2[CH:11]=[N:12][CH:13]=[C:8]([N:32]([CH2:35][CH3:36])[CH2:33][CH3:34])[CH:9]=2)=[CH:25][CH:26]=1.